Dataset: Catalyst prediction with 721,799 reactions and 888 catalyst types from USPTO. Task: Predict which catalyst facilitates the given reaction. Reactant: [OH:1][C:2]1[CH:3]=[C:4]([C:11]([N:13]2[CH2:16][CH:15]([O:17][CH3:18])[CH2:14]2)=[O:12])[CH:5]=[CH:6][C:7]=1[N+:8]([O-:10])=[O:9].I[CH2:20][CH3:21].C(=O)([O-])[O-].[K+].[K+]. Product: [CH2:20]([O:1][C:2]1[CH:3]=[C:4]([C:11]([N:13]2[CH2:16][CH:15]([O:17][CH3:18])[CH2:14]2)=[O:12])[CH:5]=[CH:6][C:7]=1[N+:8]([O-:10])=[O:9])[CH3:21]. The catalyst class is: 3.